This data is from Reaction yield outcomes from USPTO patents with 853,638 reactions. The task is: Predict the reaction yield, written as a fraction of the theoretical maximum amount of product (1.0 means a 100% yield; for example, 0.34 means a 34% yield). (1) The reactants are [Si:1]([O:8][C@@H:9]1[C@@H:13]([CH2:14][O:15][Si](C(C)(C)C)(C)C)[O:12][C@@H:11]([N:23]2[C:31]3[CH:30]=[CH:29][N:28]=[C:27](Cl)[C:26]=3[CH:25]=[CH:24]2)[CH2:10]1)([C:4]([CH3:7])([CH3:6])[CH3:5])([CH3:3])[CH3:2].[CH2:33]([NH2:40])[C:34]1[CH:39]=[CH:38][CH:37]=[CH:36][CH:35]=1.CC(C)([O-])C.[Na+]. The catalyst is C1C=CC(/C=C/C(/C=C/C2C=CC=CC=2)=O)=CC=1.C1C=CC(/C=C/C(/C=C/C2C=CC=CC=2)=O)=CC=1.C1C=CC(/C=C/C(/C=C/C2C=CC=CC=2)=O)=CC=1.[Pd].[Pd].C1(P(C2CCCCC2)C2C=CC=CC=2C2C=CC=CC=2)CCCCC1.O1CCOCC1. The product is [CH2:33]([NH:40][C:27]1[C:26]2[CH:25]=[CH:24][N:23]([C@@H:11]3[O:12][C@H:13]([CH2:14][OH:15])[C@@H:9]([O:8][Si:1]([C:4]([CH3:7])([CH3:6])[CH3:5])([CH3:2])[CH3:3])[CH2:10]3)[C:31]=2[CH:30]=[CH:29][N:28]=1)[C:34]1[CH:39]=[CH:38][CH:37]=[CH:36][CH:35]=1. The yield is 0.280. (2) The reactants are Cl.[NH2:2][C@@H:3]([CH2:7][CH:8]1[CH2:13][CH2:12][CH2:11][CH2:10][CH2:9]1)[C:4]([OH:6])=[O:5].[CH3:14][C:15]([O:18][C:19](O[C:19]([O:18][C:15]([CH3:17])([CH3:16])[CH3:14])=[O:20])=[O:20])([CH3:17])[CH3:16]. The catalyst is C1COCC1. The product is [C:15]([O:18][C:19]([NH:2][C@@H:3]([CH2:7][CH:8]1[CH2:13][CH2:12][CH2:11][CH2:10][CH2:9]1)[C:4]([OH:6])=[O:5])=[O:20])([CH3:17])([CH3:16])[CH3:14]. The yield is 0.960. (3) The catalyst is CN(C)C=O. The yield is 0.360. The reactants are [NH2:1][C:2]1[CH:3]=[C:4]([CH2:8][CH2:9][C:10]2[CH:15]=[CH:14][N:13]=[C:12]([NH:16][C:17](=[O:23])[O:18][C:19]([CH3:22])([CH3:21])[CH3:20])[CH:11]=2)[CH:5]=[CH:6][CH:7]=1.[Cl:24][C:25]1[N:30]=[C:29](Cl)[C:28]([Cl:32])=[CH:27][N:26]=1.C(=O)([O-])[O-].[K+].[K+]. The product is [Cl:24][C:25]1[N:30]=[C:29]([NH:1][C:2]2[CH:3]=[C:4]([CH2:8][CH2:9][C:10]3[CH:15]=[CH:14][N:13]=[C:12]([NH:16][C:17](=[O:23])[O:18][C:19]([CH3:20])([CH3:22])[CH3:21])[CH:11]=3)[CH:5]=[CH:6][CH:7]=2)[C:28]([Cl:32])=[CH:27][N:26]=1. (4) The reactants are [C:1]([O:5][C:6](=[O:37])[N:7]([CH2:12][C:13]1[CH:14]=[N:15][C:16]([C:19]2[S:27][C:26]3[C:21](=[N:22][CH:23]=[CH:24][C:25]=3[O:28][C:29]3[CH:34]=[CH:33][C:32]([NH2:35])=[CH:31][C:30]=3[F:36])[CH:20]=2)=[CH:17][CH:18]=1)[CH2:8][CH2:9][O:10][CH3:11])([CH3:4])([CH3:3])[CH3:2].[CH:38]1([S:41]([NH:44][C:45](=O)[O:46]CC)(=[O:43])=[O:42])[CH2:40][CH2:39]1. The catalyst is COCCOC.CCOC(C)=O.O. The product is [C:1]([O:5][C:6](=[O:37])[N:7]([CH2:12][C:13]1[CH:14]=[N:15][C:16]([C:19]2[S:27][C:26]3[C:21](=[N:22][CH:23]=[CH:24][C:25]=3[O:28][C:29]3[CH:34]=[CH:33][C:32]([NH:35][C:45]([NH:44][S:41]([CH:38]4[CH2:40][CH2:39]4)(=[O:43])=[O:42])=[O:46])=[CH:31][C:30]=3[F:36])[CH:20]=2)=[CH:17][CH:18]=1)[CH2:8][CH2:9][O:10][CH3:11])([CH3:4])([CH3:2])[CH3:3]. The yield is 0.550. (5) The reactants are Br[C:2]1[CH:7]=[CH:6][CH:5]=[CH:4][CH:3]=1.[Li]C(C)(C)C.[C:13]1([C@@H:19]([N@:21]2[CH2:23][CH:22]2[CH:24]=[O:25])[CH3:20])[CH:18]=[CH:17][CH:16]=[CH:15][CH:14]=1.O. The catalyst is C1COCC1. The product is [C:2]1([C@H:24]([CH:22]2[CH2:23][N@@:21]2[C@H:19]([C:13]2[CH:18]=[CH:17][CH:16]=[CH:15][CH:14]=2)[CH3:20])[OH:25])[CH:7]=[CH:6][CH:5]=[CH:4][CH:3]=1. The yield is 0.860. (6) The reactants are Cl[C:2]1[C:7]2[C:8](=[O:24])[N:9]([CH2:12][CH2:13][C:14]3[CH:23]=[CH:22][C:21]4[C:16](=[CH:17][CH:18]=[CH:19][CH:20]=4)[N:15]=3)[N:10]=[CH:11][C:6]=2[CH:5]=[N:4][CH:3]=1.CO.C(=O)([O-])[O-].[Na+].[Na+].[N:33]1[CH:38]=[CH:37][C:36](B(O)O)=[CH:35][CH:34]=1. The catalyst is C1(C)C=CC=CC=1.C1C=CC([P]([Pd]([P](C2C=CC=CC=2)(C2C=CC=CC=2)C2C=CC=CC=2)([P](C2C=CC=CC=2)(C2C=CC=CC=2)C2C=CC=CC=2)[P](C2C=CC=CC=2)(C2C=CC=CC=2)C2C=CC=CC=2)(C2C=CC=CC=2)C2C=CC=CC=2)=CC=1.CC(=O)OCC.O. The product is [N:33]1[CH:38]=[CH:37][C:36]([C:2]2[C:7]3[C:8](=[O:24])[N:9]([CH2:12][CH2:13][C:14]4[CH:23]=[CH:22][C:21]5[C:16](=[CH:17][CH:18]=[CH:19][CH:20]=5)[N:15]=4)[N:10]=[CH:11][C:6]=3[CH:5]=[N:4][CH:3]=2)=[CH:35][CH:34]=1. The yield is 0.0679. (7) The yield is 0.900. The product is [CH:10]1[C:11]2[CH2:12][CH2:13][C:14]3[CH:1]=[CH:2][CH:3]=[C:4]4[CH2:15][C:7]([C:6]=2[C:5]=34)=[CH:8][CH:9]=1. The catalyst is [Pd].CCO. The reactants are [CH:1]1[C:14]2[C:5]3=[C:6]4[C:11](=[CH:12][CH:13]=2)[CH:10]=[CH:9][CH:8]=[C:7]4[CH2:15][C:4]3=[CH:3][CH:2]=1.